From a dataset of Catalyst prediction with 721,799 reactions and 888 catalyst types from USPTO. Predict which catalyst facilitates the given reaction. (1) Reactant: C[O:2][C:3](=[O:30])[C:4]([CH3:29])([CH3:28])[CH2:5][CH2:6][NH:7][C:8]([C:10]1[N:11]=[CH:12][C:13]2[C:18]([C:19]=1[OH:20])=[CH:17][CH:16]=[C:15]([O:21][C:22]1[CH:27]=[CH:26][CH:25]=[CH:24][CH:23]=1)[CH:14]=2)=[O:9].[OH-].[Na+].CO.Cl. Product: [OH:20][C:19]1[C:18]2[C:13](=[CH:14][C:15]([O:21][C:22]3[CH:23]=[CH:24][CH:25]=[CH:26][CH:27]=3)=[CH:16][CH:17]=2)[CH:12]=[N:11][C:10]=1[C:8]([NH:7][CH2:6][CH2:5][C:4]([CH3:29])([CH3:28])[C:3]([OH:30])=[O:2])=[O:9]. The catalyst class is: 6. (2) Reactant: Cl[C:2]1[CH:3]=[C:4]([CH:12]2[CH2:14][CH2:13]2)[C:5]2[N:6]([C:8]([NH2:11])=[N:9][N:10]=2)[N:7]=1.[O-:15][CH2:16][CH3:17].[Na+].O. Product: [CH:12]1([C:4]2[C:5]3[N:6]([C:8]([NH2:11])=[N:9][N:10]=3)[N:7]=[C:2]([O:15][CH2:16][CH3:17])[CH:3]=2)[CH2:14][CH2:13]1. The catalyst class is: 8. (3) Reactant: [I:1][C:2]1[CH:11]=[C:10]2[C:5]([CH:6]=[CH:7][CH:8]=[N+:9]2[O-])=[N:4][CH:3]=1.C1(C)C=CC(S(Cl)(=O)=[O:20])=CC=1.C(=O)([O-])[O-].[K+].[K+]. Product: [I:1][C:2]1[CH:11]=[C:10]2[C:5]([CH:6]=[CH:7][C:8](=[O:20])[NH:9]2)=[N:4][CH:3]=1. The catalyst class is: 146. (4) Product: [Cl:1][C:2]1[CH:9]=[N:8][CH:7]=[CH:6][C:3]=1[CH2:4][OH:5]. Reactant: [Cl:1][C:2]1[CH:9]=[N:8][CH:7]=[CH:6][C:3]=1[CH:4]=[O:5].C(O)C.[BH4-].[Na+]. The catalyst class is: 170. (5) Reactant: [F:1][C:2]([F:22])([F:21])[C:3]1[CH:4]=[C:5]([CH:14]=[C:15]([C:17]([F:20])([F:19])[F:18])[CH:16]=1)[CH2:6][NH:7][C:8]1[N:9]=[N:10][N:11]([CH3:13])[N:12]=1.[H-].[Na+].Br[CH2:26][C:27]1[CH:32]=[C:31]([C:33]([F:36])([F:35])[F:34])[CH:30]=[CH:29][C:28]=1[C@H:37]([CH:40]1[CH2:45][CH2:44][CH2:43][CH2:42][CH2:41]1)[O:38][CH3:39]. Product: [F:18][C:17]([F:19])([F:20])[C:15]1[CH:14]=[C:5]([CH:4]=[C:3]([C:2]([F:1])([F:21])[F:22])[CH:16]=1)[CH2:6][N:7]([CH2:26][C:27]1[CH:32]=[C:31]([C:33]([F:34])([F:35])[F:36])[CH:30]=[CH:29][C:28]=1[C@H:37]([CH:40]1[CH2:45][CH2:44][CH2:43][CH2:42][CH2:41]1)[O:38][CH3:39])[C:8]1[N:9]=[N:10][N:11]([CH3:13])[N:12]=1. The catalyst class is: 3. (6) Reactant: [NH2:1][C:2]1[N:7]=[CH:6][N:5]=[C:4]2[N:8]([CH:12]3[CH2:18][O:17][CH2:16][CH2:15][N:14]([C:19]([O:21][C:22]([CH3:25])([CH3:24])[CH3:23])=[O:20])[CH2:13]3)[N:9]=[C:10](I)[C:3]=12.CC1(C)C(C)(C)OB([C:34]2[CH:39]=[CH:38][C:37]([O:40][C:41]3[CH:46]=[CH:45][CH:44]=[CH:43][CH:42]=3)=[CH:36][CH:35]=2)O1.C(=O)([O-])[O-].[Na+].[Na+].B([O-])[O-]. Product: [NH2:1][C:2]1[N:7]=[CH:6][N:5]=[C:4]2[N:8]([CH:12]3[CH2:18][O:17][CH2:16][CH2:15][N:14]([C:19]([O:21][C:22]([CH3:25])([CH3:24])[CH3:23])=[O:20])[CH2:13]3)[N:9]=[C:10]([C:44]3[CH:45]=[CH:46][C:41]([O:40][C:37]4[CH:38]=[CH:39][CH:34]=[CH:35][CH:36]=4)=[CH:42][CH:43]=3)[C:3]=12. The catalyst class is: 149. (7) The catalyst class is: 8. Product: [F:1][C:2]1[CH:8]=[CH:7][C:5]([NH:6][C:15]2[C:14]3[C:19](=[CH:20][CH:21]=[C:12]([O:11][CH3:10])[CH:13]=3)[N:18]=[CH:17][C:16]=2[C:22]([NH2:24])=[O:23])=[C:4]([CH3:9])[CH:3]=1. Reactant: [F:1][C:2]1[CH:8]=[CH:7][C:5]([NH2:6])=[C:4]([CH3:9])[CH:3]=1.[CH3:10][O:11][C:12]1[CH:13]=[C:14]2[C:19](=[CH:20][CH:21]=1)[N:18]=[CH:17][C:16]([C:22]([NH2:24])=[O:23])=[C:15]2Cl.C(O)(=O)C.C(O)C. (8) Reactant: Cl.[CH3:2][C:3]([Si:6]([CH3:14])([CH3:13])[O:7][CH2:8][CH2:9][CH2:10][NH:11][CH3:12])([CH3:5])[CH3:4].C(N(CC)C(C)C)(C)C.[CH3:24][C:25]([O:28][C:29]([N:31]1C(C2C=CC(C#N)=CC=2)O1)=[O:30])([CH3:27])[CH3:26]. Product: [C:25]([O:28][C:29]([NH:31][N:11]([CH2:10][CH2:9][CH2:8][O:7][Si:6]([C:3]([CH3:2])([CH3:4])[CH3:5])([CH3:13])[CH3:14])[CH3:12])=[O:30])([CH3:27])([CH3:26])[CH3:24]. The catalyst class is: 4. (9) Reactant: [Al+3].[Cl-].[Cl-].[Cl-].[C:5](Cl)(=[O:8])[CH2:6][CH3:7].[CH:10]1[CH2:15][CH2:14][CH2:13][CH2:12][CH:11]=1. Product: [C:5]([CH:10]1[CH2:15][CH2:14][CH:13]([C:10]2[CH:15]=[CH:14][CH:13]=[CH:12][CH:11]=2)[CH2:12][CH2:11]1)(=[O:8])[CH2:6][CH3:7]. The catalyst class is: 81. (10) Reactant: [H-].[Al+3].[Li+].[H-].[H-].[H-].[Cl:7][C:8]1[CH:9]=[C:10]([CH:13]=[C:14]([S:16][CH3:17])[CH:15]=1)[C:11]#[N:12].O.O.O.O.O.O.O.O.O.O.[O-]S([O-])(=O)=O.[Na+].[Na+]. Product: [ClH:7].[Cl:7][C:8]1[CH:9]=[C:10]([CH2:11][NH2:12])[CH:13]=[C:14]([S:16][CH3:17])[CH:15]=1. The catalyst class is: 7.